Dataset: Reaction yield outcomes from USPTO patents with 853,638 reactions. Task: Predict the reaction yield, written as a fraction of the theoretical maximum amount of product (1.0 means a 100% yield; for example, 0.34 means a 34% yield). (1) The product is [CH3:32][C:29]1[S:30][CH:31]=[C:27]([CH2:26][O:22][C:17]2[CH:16]=[C:15]([CH2:14][C@@H:12]([CH3:13])[C@@H:2]([CH3:1])[CH2:3][C:4]3[CH:9]=[CH:8][C:7]([O:10][CH2:26][C:27]4[N:28]=[C:29]([CH3:32])[S:30][CH:31]=4)=[C:6]([O:11][CH2:26][C:27]4[N:28]=[C:29]([CH3:32])[S:30][CH:31]=4)[CH:5]=3)[CH:20]=[CH:19][C:18]=2[O:21][CH2:26][C:27]2[N:34]=[C:29]([CH3:32])[S:30][CH:31]=2)[N:28]=1. The catalyst is CN(C=O)C.CCOCC. The yield is 0.421. The reactants are [CH3:1][CH:2]([CH:12]([CH2:14][C:15]1[CH:20]=[CH:19][C:18]([OH:21])=[C:17]([OH:22])[CH:16]=1)[CH3:13])[CH2:3][C:4]1[CH:9]=[CH:8][C:7]([OH:10])=[C:6]([OH:11])[CH:5]=1.[H-].[Na+].Cl[CH2:26][C:27]1[N:28]=[C:29]([CH3:32])[S:30][CH:31]=1.[Cl-].[NH4+:34]. (2) The reactants are [CH2:1]([O:8][C:9]([NH:11][C@H:12]([C:14]1[CH:15]=[C:16]([NH:20][C:21]([O:23][CH2:24][CH2:25][C:26]2[CH:31]=[CH:30][C:29](B(O)O)=[CH:28][C:27]=2[CH3:35])=[O:22])[CH:17]=[CH:18][CH:19]=1)[CH3:13])=[O:10])[C:2]1[CH:7]=[CH:6][CH:5]=[CH:4][CH:3]=1.[NH2:36][C:37]1[CH:38]=[C:39]2[C:44](=[CH:45][CH:46]=1)[C:43]([N:47]([C:55]([O:57][C:58]([CH3:61])([CH3:60])[CH3:59])=[O:56])[C:48]([O:50][C:51]([CH3:54])([CH3:53])[CH3:52])=[O:49])=[N:42][CH:41]=[CH:40]2.O.[C:63]([OH:67])(=[O:66])[CH:64]=O. No catalyst specified. The product is [CH2:1]([O:8][C:9]([NH:11][C@H:12]([C:14]1[CH:15]=[C:16]([NH:20][C:21]([O:23][CH2:24][CH2:25][C:26]2[CH:31]=[CH:30][C:29]([CH:64]([NH:36][C:37]3[CH:38]=[C:39]4[C:44](=[CH:45][CH:46]=3)[C:43]([N:47]([C:48]([O:50][C:51]([CH3:52])([CH3:53])[CH3:54])=[O:49])[C:55]([O:57][C:58]([CH3:61])([CH3:60])[CH3:59])=[O:56])=[N:42][CH:41]=[CH:40]4)[C:63]([OH:67])=[O:66])=[CH:28][C:27]=2[CH3:35])=[O:22])[CH:17]=[CH:18][CH:19]=1)[CH3:13])=[O:10])[C:2]1[CH:7]=[CH:6][CH:5]=[CH:4][CH:3]=1. The yield is 0.630. (3) The reactants are C([O:8][C:9]1[C:10](=[O:20])[CH:11]=[C:12]([CH:17]([F:19])[F:18])[N:13]([CH2:15][CH3:16])[CH:14]=1)C1C=CC=CC=1.[H][H]. The catalyst is CO.[Pd]. The product is [F:19][CH:17]([F:18])[C:12]1[N:13]([CH2:15][CH3:16])[CH:14]=[C:9]([OH:8])[C:10](=[O:20])[CH:11]=1. The yield is 0.640.